Dataset: NCI-60 drug combinations with 297,098 pairs across 59 cell lines. Task: Regression. Given two drug SMILES strings and cell line genomic features, predict the synergy score measuring deviation from expected non-interaction effect. (1) Drug 1: CC(C)NC(=O)C1=CC=C(C=C1)CNNC.Cl. Drug 2: C1C(C(OC1N2C=NC3=C2NC=NCC3O)CO)O. Cell line: A498. Synergy scores: CSS=12.1, Synergy_ZIP=-4.12, Synergy_Bliss=-0.360, Synergy_Loewe=4.93, Synergy_HSA=1.66. (2) Drug 1: C1CCC(CC1)NC(=O)N(CCCl)N=O. Drug 2: CS(=O)(=O)OCCCCOS(=O)(=O)C. Cell line: SK-OV-3. Synergy scores: CSS=7.18, Synergy_ZIP=-2.66, Synergy_Bliss=-0.140, Synergy_Loewe=-1.88, Synergy_HSA=-0.482. (3) Drug 1: C1=CC(=CC=C1C#N)C(C2=CC=C(C=C2)C#N)N3C=NC=N3. Drug 2: CC1C(C(CC(O1)OC2CC(OC(C2O)C)OC3=CC4=CC5=C(C(=O)C(C(C5)C(C(=O)C(C(C)O)O)OC)OC6CC(C(C(O6)C)O)OC7CC(C(C(O7)C)O)OC8CC(C(C(O8)C)O)(C)O)C(=C4C(=C3C)O)O)O)O. Cell line: ACHN. Synergy scores: CSS=41.0, Synergy_ZIP=-0.888, Synergy_Bliss=-4.20, Synergy_Loewe=-8.38, Synergy_HSA=-3.55. (4) Drug 1: C1=CC(=C2C(=C1NCCNCCO)C(=O)C3=C(C=CC(=C3C2=O)O)O)NCCNCCO. Drug 2: CN(CC1=CN=C2C(=N1)C(=NC(=N2)N)N)C3=CC=C(C=C3)C(=O)NC(CCC(=O)O)C(=O)O. Cell line: SF-539. Synergy scores: CSS=45.6, Synergy_ZIP=-3.45, Synergy_Bliss=1.69, Synergy_Loewe=-3.03, Synergy_HSA=5.18. (5) Drug 1: C1CCN(CC1)CCOC2=CC=C(C=C2)C(=O)C3=C(SC4=C3C=CC(=C4)O)C5=CC=C(C=C5)O. Drug 2: C1=CC(=CC=C1CCC2=CNC3=C2C(=O)NC(=N3)N)C(=O)NC(CCC(=O)O)C(=O)O. Cell line: OVCAR-5. Synergy scores: CSS=19.2, Synergy_ZIP=-1.97, Synergy_Bliss=-0.359, Synergy_Loewe=-8.32, Synergy_HSA=-0.831. (6) Drug 2: COC1=C2C(=CC3=C1OC=C3)C=CC(=O)O2. Cell line: HL-60(TB). Drug 1: CC1=C(C(=O)C2=C(C1=O)N3CC4C(C3(C2COC(=O)N)OC)N4)N. Synergy scores: CSS=32.9, Synergy_ZIP=-3.37, Synergy_Bliss=-12.6, Synergy_Loewe=-30.0, Synergy_HSA=-8.01. (7) Drug 1: CC12CCC3C(C1CCC2=O)CC(=C)C4=CC(=O)C=CC34C. Drug 2: COC1=CC(=CC(=C1O)OC)C2C3C(COC3=O)C(C4=CC5=C(C=C24)OCO5)OC6C(C(C7C(O6)COC(O7)C8=CC=CS8)O)O. Cell line: MCF7. Synergy scores: CSS=32.7, Synergy_ZIP=-9.77, Synergy_Bliss=-6.61, Synergy_Loewe=-5.86, Synergy_HSA=-2.55. (8) Drug 1: CS(=O)(=O)C1=CC(=C(C=C1)C(=O)NC2=CC(=C(C=C2)Cl)C3=CC=CC=N3)Cl. Drug 2: CN(CC1=CN=C2C(=N1)C(=NC(=N2)N)N)C3=CC=C(C=C3)C(=O)NC(CCC(=O)O)C(=O)O. Cell line: MDA-MB-231. Synergy scores: CSS=1.67, Synergy_ZIP=0.170, Synergy_Bliss=0.615, Synergy_Loewe=-3.64, Synergy_HSA=-3.40.